From a dataset of Experimentally validated miRNA-target interactions with 360,000+ pairs, plus equal number of negative samples. Binary Classification. Given a miRNA mature sequence and a target amino acid sequence, predict their likelihood of interaction. (1) The miRNA is hsa-miR-6860 with sequence ACUGGGCAGGGCUGUGGUGAGU. The protein sequence of the target gene is MQAQAPVVVVTQPGVGPGPAPQNSNWQTGMCDCFSDCGVCLCGTFCFPCLGCQVAADMNECCLCGTSVAMRTLYRTRYGIPGSICDDYMATLCCPHCTLCQIKRDINRRRAMRTF. Result: 1 (interaction). (2) The miRNA is mmu-miR-16-1-3p with sequence CCAGUAUUGACUGUGCUGCUGA. The protein sequence of the target gene is MMLPYPSALGDQYWEEILLPKNGENVETMKKLTQNHKAKGLPSNDTDCPQKKEGKAQIVVPVTFRDVTVIFTEAEWKRLSPEQRNLYKEVMLENYRNLLSLAEPKPEIYTCSSCLLAFSCQQFLSQHVLQIFLGLCAENHFHPGNSSPGHWKQQGQQYSHVSCWFENAEGQERGGGSKPWSARTEERETSRAFPSPLQRQSASPRKGNMVVETEPSSAQRPNPVQLDKGLKELETLRFGAINCREYEPDHNLESNFITNPRTLLGKKPYICSDCGRSFKDRSTLIRHHRIHSMEKPYVCS.... Result: 0 (no interaction).